Dataset: Full USPTO retrosynthesis dataset with 1.9M reactions from patents (1976-2016). Task: Predict the reactants needed to synthesize the given product. The reactants are: Cl.[CH2:2]=[C:3]1[CH2:8][CH2:7][NH:6][CH2:5][CH2:4]1.[CH3:9][O:10][C:11]1[CH:19]=[C:18]([O:20][CH3:21])[CH:17]=[CH:16][C:12]=1[C:13](Cl)=[O:14]. Given the product [CH3:9][O:10][C:11]1[CH:19]=[C:18]([O:20][CH3:21])[CH:17]=[CH:16][C:12]=1[C:13]([N:6]1[CH2:7][CH2:8][C:3](=[CH2:2])[CH2:4][CH2:5]1)=[O:14], predict the reactants needed to synthesize it.